From a dataset of Forward reaction prediction with 1.9M reactions from USPTO patents (1976-2016). Predict the product of the given reaction. (1) Given the reactants [C:1]([C:3]1[CH:8]=[C:7]([CH3:9])[CH:6]=[CH:5][C:4]=1[C:10]1[CH:15]=[C:14]([C:16](O)=[O:17])[CH:13]=[C:12]([C:19]2[CH:24]=[CH:23][CH:22]=[CH:21][C:20]=2[CH2:25][OH:26])[CH:11]=1)#[N:2].[NH2:27][C@@H:28]([CH3:31])[CH2:29][OH:30].F[P-](F)(F)(F)(F)F.C[N+](C)=C(N(C)C)ON1C2N=CC=CC=2N=N1.C(N(CC)C(C)C)(C)C.CN(C)C=O, predict the reaction product. The product is: [OH:30][CH2:29][C@@H:28]([NH:27][C:16]([C:14]1[CH:13]=[C:12]([C:19]2[CH:24]=[CH:23][CH:22]=[CH:21][C:20]=2[CH2:25][OH:26])[CH:11]=[C:10]([C:4]2[CH:5]=[CH:6][C:7]([CH3:9])=[CH:8][C:3]=2[C:1]#[N:2])[CH:15]=1)=[O:17])[CH3:31]. (2) Given the reactants [Cl:1][C:2]1[CH:10]=[C:9]2[C:5]([C:6]([CH:17](O)[C:18]3[N:23]=[C:22]([C:24]([O:26][CH2:27][CH3:28])=[O:25])[CH:21]=[CH:20][CH:19]=3)=[C:7]([C:11]3[CH:12]=[N:13][CH:14]=[CH:15][CH:16]=3)[NH:8]2)=[CH:4][CH:3]=1.C([SiH](CC)CC)C.FC(F)(F)C(O)=O, predict the reaction product. The product is: [Cl:1][C:2]1[CH:10]=[C:9]2[C:5]([C:6]([CH2:17][C:18]3[N:23]=[C:22]([C:24]([O:26][CH2:27][CH3:28])=[O:25])[CH:21]=[CH:20][CH:19]=3)=[C:7]([C:11]3[CH:12]=[N:13][CH:14]=[CH:15][CH:16]=3)[NH:8]2)=[CH:4][CH:3]=1. (3) Given the reactants [Cl:1][C:2]1[CH:3]=[C:4]([S:8](Cl)(=[O:10])=[O:9])[S:5][C:6]=1[Cl:7].[C:12]1([CH2:22][NH2:23])[C:21]2[C:16](=[CH:17][CH:18]=[CH:19][CH:20]=2)[CH:15]=[CH:14][CH:13]=1.CCN(CC)CC, predict the reaction product. The product is: [Cl:1][C:2]1[CH:3]=[C:4]([S:8]([NH:23][CH2:22][C:12]2[C:21]3[C:16](=[CH:17][CH:18]=[CH:19][CH:20]=3)[CH:15]=[CH:14][CH:13]=2)(=[O:10])=[O:9])[S:5][C:6]=1[Cl:7]. (4) Given the reactants [CH:1]([N:4]1[CH:9]2[CH2:10][CH2:11][CH:5]1[CH2:6][C:7](=O)[CH2:8]2)([CH3:3])[CH3:2].N1C=CC=CC=1.Cl.[NH2:20][OH:21], predict the reaction product. The product is: [CH:1]([N:4]1[CH:9]2[CH2:10][CH2:11][CH:5]1[CH2:6][C:7](=[N:20][OH:21])[CH2:8]2)([CH3:3])[CH3:2]. (5) Given the reactants [CH:1]1([N:4]([C:12]2[N:17]3[N:18]=[CH:19][C:20]([CH:21]=[O:22])=[C:16]3[N:15]=[C:14]([C:23]3[CH:27]=[C:26]([CH2:28][OH:29])[S:25][CH:24]=3)[CH:13]=2)C(=O)OC(C)(C)C)[CH2:3][CH2:2]1.[F:30][C:31]([F:36])([F:35])[C:32]([OH:34])=[O:33], predict the reaction product. The product is: [F:30][C:31]([F:36])([F:35])[C:32]([OH:34])=[O:33].[CH:1]1([NH:4][C:12]2[N:17]3[N:18]=[CH:19][C:20]([CH:21]=[O:22])=[C:16]3[N:15]=[C:14]([C:23]3[CH:27]=[C:26]([CH2:28][OH:29])[S:25][CH:24]=3)[CH:13]=2)[CH2:3][CH2:2]1. (6) Given the reactants [F:1][C:2]1[C:20](F)=[CH:19][C:5]2=[N:6][C:7]3[N:8]([CH3:18])[CH:9]=[C:10]([C:15]([OH:17])=[O:16])[C:11](=[O:14])[C:12]=3[CH:13]=[C:4]2[CH:3]=1.[CH3:22][NH:23][CH:24]1[CH2:29][CH2:28][CH2:27][CH2:26][CH2:25]1, predict the reaction product. The product is: [CH:24]1([N:23]([CH3:22])[C:20]2[C:2]([F:1])=[CH:3][C:4]3[C:5]([CH:19]=2)=[N:6][C:7]2[N:8]([CH3:18])[CH:9]=[C:10]([C:15]([OH:17])=[O:16])[C:11](=[O:14])[C:12]=2[CH:13]=3)[CH2:29][CH2:28][CH2:27][CH2:26][CH2:25]1. (7) Given the reactants [CH3:1]N(C)CCN.C[Al](C)C.C(O[C:14]([C:16]1[CH:17]=[N:18][N:19]([C:21]2[CH:26]=[CH:25][CH:24]=[C:23]([Br:27])[CH:22]=2)[CH:20]=1)=[O:15])C, predict the reaction product. The product is: [Br:27][C:23]1[CH:22]=[C:21]([N:19]2[CH:20]=[C:16]([C:14](=[O:15])[CH3:1])[CH:17]=[N:18]2)[CH:26]=[CH:25][CH:24]=1.